This data is from Full USPTO retrosynthesis dataset with 1.9M reactions from patents (1976-2016). The task is: Predict the reactants needed to synthesize the given product. (1) Given the product [OH:3][NH:2][C:18]([C:15]1[CH:16]=[C:17]2[C:12]([CH:11]=[CH:10][NH:9]2)=[CH:13][CH:14]=1)=[NH:19], predict the reactants needed to synthesize it. The reactants are: Cl.[NH2:2][OH:3].C(=O)(O)[O-].[Na+].[NH:9]1[C:17]2[C:12](=[CH:13][CH:14]=[C:15]([C:18]#[N:19])[CH:16]=2)[CH:11]=[CH:10]1. (2) Given the product [C:25]([OH:32])(=[O:31])/[CH:26]=[CH:27]/[C:28]([OH:30])=[O:29].[N:1]12[CH2:8][CH2:7][CH:4]([CH2:5][CH2:6]1)[CH:3]([O:9][C:10]1[CH:11]=[CH:12][C:13]([C:16]3[CH:24]=[CH:23][CH:22]=[C:21]4[C:17]=3[CH:18]=[CH:19][NH:20]4)=[CH:14][CH:15]=1)[CH2:2]2, predict the reactants needed to synthesize it. The reactants are: [N:1]12[CH2:8][CH2:7][CH:4]([CH2:5][CH2:6]1)[CH:3]([O:9][C:10]1[CH:15]=[CH:14][C:13]([C:16]3[CH:24]=[CH:23][CH:22]=[C:21]4[C:17]=3[CH:18]=[CH:19][NH:20]4)=[CH:12][CH:11]=1)[CH2:2]2.[C:25]([OH:32])(=[O:31])/[CH:26]=[CH:27]/[C:28]([OH:30])=[O:29]. (3) Given the product [Cl:27][C:24]1[CH:25]=[CH:26][C:21]([C@@:18]2([CH3:20])[C@:17]([C:29]3[CH:30]=[CH:31][C:32]([Cl:35])=[CH:33][CH:34]=3)([CH3:28])[N:16]([C:36]([N:54]3[CH2:55][CH2:56][N:51]([CH2:50][CH2:49][CH2:48][S:45]([CH3:44])(=[O:46])=[O:47])[CH2:52][CH2:53]3)=[O:37])[C:15]([C:13]3[C:12]([O:39][CH:40]([CH3:41])[CH3:42])=[CH:11][C:10]([Cl:43])=[C:9]([S:6]([NH:5][C:1]([CH3:2])([CH3:3])[CH3:4])(=[O:8])=[O:7])[CH:14]=3)=[N:19]2)=[CH:22][CH:23]=1, predict the reactants needed to synthesize it. The reactants are: [C:1]([NH:5][S:6]([C:9]1[C:10]([Cl:43])=[CH:11][C:12]([O:39][CH:40]([CH3:42])[CH3:41])=[C:13]([C:15]2[N:16]([C:36](Cl)=[O:37])[C:17]([C:29]3[CH:34]=[CH:33][C:32]([Cl:35])=[CH:31][CH:30]=3)([CH3:28])[C:18]([C:21]3[CH:26]=[CH:25][C:24]([Cl:27])=[CH:23][CH:22]=3)([CH3:20])[N:19]=2)[CH:14]=1)(=[O:8])=[O:7])([CH3:4])([CH3:3])[CH3:2].[CH3:44][S:45]([CH2:48][CH2:49][CH2:50][N:51]1[CH2:56][CH2:55][NH:54][CH2:53][CH2:52]1)(=[O:47])=[O:46].